Dataset: Ames mutagenicity test results for genotoxicity prediction. Task: Regression/Classification. Given a drug SMILES string, predict its toxicity properties. Task type varies by dataset: regression for continuous values (e.g., LD50, hERG inhibition percentage) or binary classification for toxic/non-toxic outcomes (e.g., AMES mutagenicity, cardiotoxicity, hepatotoxicity). Dataset: ames. (1) The result is 1 (mutagenic). The compound is Cc1ncc([N+](=O)[O-])n1CCO. (2) The molecule is CC(=O)C(C)=O. The result is 1 (mutagenic). (3) The compound is COc1cc2c(c3oc4cccc(O)c4c(=O)c13)C1C=COC1O2. The result is 1 (mutagenic). (4) The molecule is CCN(CCCl)CCCNc1c2ccccc2nc2c1ccc1cccnc12. The result is 1 (mutagenic). (5) The compound is CCOc1ccc(N(O)C(C)=O)cc1. The result is 1 (mutagenic). (6) The molecule is COC(=O)C12CC1(C=O)C(C=O)=CC1CC(C)(C)CC12. The result is 1 (mutagenic). (7) The compound is COc1cc(O)c2c(O)c3c(=O)oc(C)cc3c(OC)c2c1. The result is 1 (mutagenic).